Dataset: Catalyst prediction with 721,799 reactions and 888 catalyst types from USPTO. Task: Predict which catalyst facilitates the given reaction. (1) Reactant: Cl[CH2:2][C:3]([N:5]([CH2:17][CH2:18][NH:19][C:20](=[O:26])[O:21][C:22]([CH3:25])([CH3:24])[CH3:23])[C:6]1[CH:11]=[CH:10][CH:9]=[C:8]([O:12][C:13]([F:16])([F:15])[F:14])[CH:7]=1)=[O:4].C(=O)([O-])[O-].[Cs+].[Cs+].C(OCC)(=O)C. Product: [O:4]=[C:3]1[N:5]([C:6]2[CH:11]=[CH:10][CH:9]=[C:8]([O:12][C:13]([F:16])([F:15])[F:14])[CH:7]=2)[CH2:17][CH2:18][N:19]([C:20]([O:21][C:22]([CH3:25])([CH3:24])[CH3:23])=[O:26])[CH2:2]1. The catalyst class is: 3. (2) Reactant: F[P-](F)(F)(F)(F)F.N1(O[P+](N(C)C)(N(C)C)N(C)C)C2C=CC=CC=2N=N1.[CH2:28]([NH2:35])[C:29]1[CH:34]=[CH:33][CH:32]=[CH:31][CH:30]=1.[CH2:36]([O:43][C:44]([N:46]1[CH2:51][CH2:50][C:49]([CH2:58][C:59](O)=[O:60])([C:52]2[CH:57]=[CH:56][CH:55]=[CH:54][CH:53]=2)[CH2:48][CH2:47]1)=[O:45])[C:37]1[CH:42]=[CH:41][CH:40]=[CH:39][CH:38]=1.C(N(CC)CC)C. Product: [CH2:36]([O:43][C:44]([N:46]1[CH2:51][CH2:50][C:49]([CH2:58][C:59](=[O:60])[NH:35][CH2:28][C:29]2[CH:34]=[CH:33][CH:32]=[CH:31][CH:30]=2)([C:52]2[CH:57]=[CH:56][CH:55]=[CH:54][CH:53]=2)[CH2:48][CH2:47]1)=[O:45])[C:37]1[CH:42]=[CH:41][CH:40]=[CH:39][CH:38]=1. The catalyst class is: 305. (3) Reactant: C(OC([N:8]1[CH2:27][CH2:26][C:11]2[N:12]=[C:13]([N:16]3[CH2:21][CH2:20][N:19]([CH:22]4[CH2:25][CH2:24][CH2:23]4)[CH2:18][CH2:17]3)[N:14]=[CH:15][C:10]=2[CH2:9]1)=O)(C)(C)C.Cl. The catalyst class is: 12. Product: [CH:22]1([N:19]2[CH2:18][CH2:17][N:16]([C:13]3[N:14]=[CH:15][C:10]4[CH2:9][NH:8][CH2:27][CH2:26][C:11]=4[N:12]=3)[CH2:21][CH2:20]2)[CH2:23][CH2:24][CH2:25]1. (4) Reactant: [N:1]1[CH:6]=[C:5]([C:7]([C:9]2[CH:14]=[CH:13][C:12]([C:15]3[CH:20]=[CH:19][C:18]([O:21][C:22]([F:25])([F:24])[F:23])=[CH:17][CH:16]=3)=[CH:11][N:10]=2)=[O:8])[CH:4]=[N:3][CH:2]=1.[C:26]([Mg]Br)#[C:27][CH3:28]. Product: [N:1]1[CH:6]=[C:5]([C:7]([C:9]2[CH:14]=[CH:13][C:12]([C:15]3[CH:16]=[CH:17][C:18]([O:21][C:22]([F:25])([F:23])[F:24])=[CH:19][CH:20]=3)=[CH:11][N:10]=2)([OH:8])[C:26]#[C:27][CH3:28])[CH:4]=[N:3][CH:2]=1. The catalyst class is: 1. (5) Reactant: [CH2:1]([C:3]1[CH:8]=[C:7]([C:9]2[N:13]=[C:12]([C:14]3[CH:19]=[C:18]([CH2:20][CH:21]([CH3:23])[CH3:22])[CH:17]=[C:16]([CH3:24])[N:15]=3)[O:11][N:10]=2)[CH:6]=[C:5]([CH3:25])[C:4]=1[OH:26])[CH3:2].[CH2:27]1[O:29][C@@H:28]1[CH2:30]O.C1(P(C2C=CC=CC=2)C2C=CC=CC=2)C=CC=CC=1.CCOC(/N=N/C(OCC)=O)=O. Product: [CH2:1]([C:3]1[CH:8]=[C:7]([C:9]2[N:13]=[C:12]([C:14]3[CH:19]=[C:18]([CH2:20][CH:21]([CH3:23])[CH3:22])[CH:17]=[C:16]([CH3:24])[N:15]=3)[O:11][N:10]=2)[CH:6]=[C:5]([CH3:25])[C:4]=1[O:26][CH2:30][C@@H:28]1[CH2:27][O:29]1)[CH3:2]. The catalyst class is: 182.